This data is from hERG potassium channel inhibition data for cardiac toxicity prediction from Karim et al.. The task is: Regression/Classification. Given a drug SMILES string, predict its toxicity properties. Task type varies by dataset: regression for continuous values (e.g., LD50, hERG inhibition percentage) or binary classification for toxic/non-toxic outcomes (e.g., AMES mutagenicity, cardiotoxicity, hepatotoxicity). Dataset: herg_karim. (1) The compound is O=C1COc2ccc(CNC34CCC(CC5(O)CN6C(=O)CCc7ncc(F)c5c76)(CC3)OC4)nc2N1. The result is 0 (non-blocker). (2) The molecule is COc1cccc(-c2cc(NC(=O)CCCN3CCCCC3)[nH]n2)c1. The result is 1 (blocker). (3) The molecule is CCC(=O)N[C@H]1CCc2cc(CCN3CCN(c4nsc5ccccc45)CC3)ccc21. The result is 1 (blocker). (4) The drug is CCc1cc(C(=O)N[C@@H]2CC(C)(C)Oc3nc(-c4ccc(Cl)cc4Cl)c(-c4ccc(Cl)cc4)cc32)n[nH]1. The result is 1 (blocker). (5) The molecule is CC(=O)N1CCC(n2cc(Nc3ncc(Cl)c(-c4cnc5ccccn45)n3)c(C)n2)CC1. The result is 1 (blocker). (6) The molecule is CC(C)NC(=O)NS(=O)(=O)c1ccc(OCCN2CCCCC2)cc1. The result is 0 (non-blocker). (7) The compound is COc1cc(-c2cn(Cc3ccc4ccsc4c3)nn2)ccc1-n1cnc(C)c1. The result is 0 (non-blocker).